This data is from Forward reaction prediction with 1.9M reactions from USPTO patents (1976-2016). The task is: Predict the product of the given reaction. (1) Given the reactants ClC1C=CC(N2C(C(F)(F)F)=C(C(Cl)=O)C=N2)=CC=1.[CH3:20][S:21]([C:24]1[CH:25]=[C:26]([NH:30][C:31]([C:33]2[CH:34]=[N:35][N:36]([C:42]3[CH:47]=[CH:46][C:45]([Cl:48])=[CH:44][CH:43]=3)[C:37]=2[C:38]([F:41])([F:40])[F:39])=[O:32])[CH:27]=[CH:28][CH:29]=1)(=[O:23])=[O:22].Cl.CS(C1C=C(C=CC=1)N)(=O)=O.C(N(CC)CC)C, predict the reaction product. The product is: [CH3:20][S:21]([C:24]1[CH:25]=[C:26]([NH:30][C:31]([C:33]2[CH:34]=[N:35][N:36]([C:42]3[CH:43]=[CH:44][C:45]([Cl:48])=[CH:46][CH:47]=3)[C:37]=2[C:38]([F:41])([F:39])[F:40])=[O:32])[CH:27]=[CH:28][CH:29]=1)(=[O:23])=[O:22]. (2) Given the reactants C(OC([N:8]1[CH2:12][CH2:11][C@H:10]([NH:13][C:14](=[O:33])[CH2:15][NH:16][C:17]([NH:19][C:20]([O:22][CH2:23][C:24]2[CH:29]=[CH:28][C:27]([N+:30]([O-:32])=[O:31])=[CH:26][CH:25]=2)=[O:21])=[NH:18])[CH2:9]1)=O)(C)(C)C.[S:34](=[O:38])(=[O:37])([OH:36])[OH:35].C(OC(C)C)(C)C, predict the reaction product. The product is: [S:34]([O:36][S:34]([OH:37])(=[O:36])=[O:35])([OH:35])(=[O:38])=[O:37].[N+:30]([C:27]1[CH:28]=[CH:29][C:24]([CH2:23][O:22][C:20]([NH:19][C:17](=[NH:18])[NH:16][CH2:15][C:14]([NH:13][C@H:10]2[CH2:11][CH2:12][NH:8][CH2:9]2)=[O:33])=[O:21])=[CH:25][CH:26]=1)([O-:32])=[O:31]. (3) Given the reactants [O:1]1[CH2:6][CH2:5][N:4]([C:7]2[CH:12]=[CH:11][C:10]([C:13]3[NH:14][C:15]4[C:20]([N:21]=3)=[C:19]([C:22]3[CH:23]=[CH:24][C:25]([O:30][C@@H:31]5[CH2:35][CH2:34][NH:33][CH2:32]5)=[C:26]([CH:29]=3)[C:27]#[N:28])[N:18]=[CH:17][N:16]=4)=[CH:9][CH:8]=2)[CH2:3][CH2:2]1.[OH:36][CH2:37][C:38](O)=[O:39].CCN(C(C)C)C(C)C.CN(C(ON1N=NC2C=CC=NC1=2)=[N+](C)C)C.F[P-](F)(F)(F)(F)F, predict the reaction product. The product is: [OH:39][CH2:38][C:37]([N:33]1[CH2:34][CH2:35][C@@H:31]([O:30][C:25]2[CH:24]=[CH:23][C:22]([C:19]3[N:18]=[CH:17][N:16]=[C:15]4[C:20]=3[N:21]=[C:13]([C:10]3[CH:9]=[CH:8][C:7]([N:4]5[CH2:5][CH2:6][O:1][CH2:2][CH2:3]5)=[CH:12][CH:11]=3)[NH:14]4)=[CH:29][C:26]=2[C:27]#[N:28])[CH2:32]1)=[O:36].